Dataset: Forward reaction prediction with 1.9M reactions from USPTO patents (1976-2016). Task: Predict the product of the given reaction. (1) Given the reactants [CH2:1]([O:8][N:9]1[C:18]2[C:13](=[CH:14][C:15](Br)=[CH:16][N:17]=2)[C:12]([NH:20][CH2:21][CH2:22][OH:23])=[C:11]([C:24]([NH:26][CH2:27][C:28]2[CH:33]=[CH:32][C:31]([F:34])=[CH:30][C:29]=2[F:35])=[O:25])[C:10]1=[O:36])[C:2]1[CH:7]=[CH:6][CH:5]=[CH:4][CH:3]=1.[CH2:37]([OH:42])[CH2:38][CH2:39][C:40]#[CH:41], predict the reaction product. The product is: [CH2:1]([O:8][N:9]1[C:18]2[C:13](=[CH:14][C:15]([C:41]#[C:40][CH2:39][CH2:38][CH2:37][OH:42])=[CH:16][N:17]=2)[C:12]([NH:20][CH2:21][CH2:22][OH:23])=[C:11]([C:24]([NH:26][CH2:27][C:28]2[CH:33]=[CH:32][C:31]([F:34])=[CH:30][C:29]=2[F:35])=[O:25])[C:10]1=[O:36])[C:2]1[CH:7]=[CH:6][CH:5]=[CH:4][CH:3]=1. (2) The product is: [ClH:18].[CH3:9][O:10][C:11](=[O:16])[CH:12]([NH2:13])[CH2:14][Cl:8]. Given the reactants N[C@H](C(O)=O)CO.[ClH:8].[CH3:9][O:10][C:11](=[O:16])[C@H:12]([CH2:14]O)[NH2:13].P(Cl)(Cl)(Cl)(Cl)[Cl:18], predict the reaction product.